This data is from Peptide-MHC class I binding affinity with 185,985 pairs from IEDB/IMGT. The task is: Regression. Given a peptide amino acid sequence and an MHC pseudo amino acid sequence, predict their binding affinity value. This is MHC class I binding data. (1) The peptide sequence is FRNLAYGRTCVLGK. The MHC is HLA-A24:02 with pseudo-sequence HLA-A24:02. The binding affinity (normalized) is 0. (2) The peptide sequence is FTENGPWMY. The MHC is HLA-A03:01 with pseudo-sequence HLA-A03:01. The binding affinity (normalized) is 0.0847. (3) The peptide sequence is GAVDLSHFL. The MHC is HLA-A03:01 with pseudo-sequence HLA-A03:01. The binding affinity (normalized) is 0.